From a dataset of Full USPTO retrosynthesis dataset with 1.9M reactions from patents (1976-2016). Predict the reactants needed to synthesize the given product. (1) Given the product [Br:32][C:33]1[CH:34]=[C:35]([CH:49]=[C:50]([CH3:52])[CH:51]=1)[C:36]([C:38]1[N:43]([CH2:8][C:6]2[CH:5]=[C:4]([NH:10][CH2:11][C:12]3[CH:17]=[CH:16][C:15]([O:18][CH3:19])=[CH:14][CH:13]=3)[N:3]=[C:2]([Cl:1])[CH:7]=2)[C:42](=[O:44])[NH:41][C:40](=[O:45])[C:39]=1[CH:46]([CH3:47])[CH3:48])=[O:37], predict the reactants needed to synthesize it. The reactants are: [Cl:1][C:2]1[CH:7]=[C:6]([CH2:8]O)[CH:5]=[C:4]([NH:10][CH2:11][C:12]2[CH:17]=[CH:16][C:15]([O:18][CH3:19])=[CH:14][CH:13]=2)[N:3]=1.C(N(CC)CC)C.CS(Cl)(=O)=O.[Br:32][C:33]1[CH:34]=[C:35]([CH:49]=[C:50]([CH3:52])[CH:51]=1)[C:36]([C:38]1[NH:43][C:42](=[O:44])[NH:41][C:40](=[O:45])[C:39]=1[CH:46]([CH3:48])[CH3:47])=[O:37].C(=O)([O-])[O-].[K+].[K+].[I-].[Li+]. (2) Given the product [NH2:10][CH2:9][CH:8]([NH:13][S:14]([CH3:17])(=[O:16])=[O:15])[C:3]1[CH:4]=[CH:5][CH:6]=[CH:7][C:2]=1[Cl:1], predict the reactants needed to synthesize it. The reactants are: [Cl:1][C:2]1[CH:7]=[CH:6][CH:5]=[CH:4][C:3]=1[CH:8]([NH:13][S:14]([CH3:17])(=[O:16])=[O:15])[CH2:9][N+:10]([O-])=O. (3) Given the product [CH2:10]([O:9][C:7]([C:6]1[N:12]=[N:13][C:3]([O:2][CH3:1])=[CH:4][C:5]=1[CH:14]([F:16])[F:15])=[O:8])[CH3:11], predict the reactants needed to synthesize it. The reactants are: [CH3:1][O:2][C:3](=O)/[CH:4]=[C:5](/[CH:14]([F:16])[F:15])\[C:6](=[N+:12]=[N-:13])[C:7]([O:9][CH2:10][CH3:11])=[O:8].C1C=CC(P(C2C=CC=CC=2)C2C=CC=CC=2)=CC=1. (4) The reactants are: [CH:1]1([CH:4]([C:36]2[CH:37]=[N:38][C:39]([O:42][CH3:43])=[CH:40][CH:41]=2)[O:5][C:6]2[CH:33]=[CH:32][C:9]([CH2:10][N:11]3[C:15]4=[N:16][CH:17]=[C:18]([C:20]5[CH:21]=[N:22][N:23]([CH3:25])[CH:24]=5)[CH:19]=[C:14]4[N:13]=[C:12]3[NH:26]C(=O)OCC)=[CH:8][C:7]=2[O:34][CH3:35])[CH2:3][CH2:2]1.[OH-].[K+]. Given the product [CH:1]1([CH:4]([C:36]2[CH:37]=[N:38][C:39]([O:42][CH3:43])=[CH:40][CH:41]=2)[O:5][C:6]2[CH:33]=[CH:32][C:9]([CH2:10][N:11]3[C:15]4=[N:16][CH:17]=[C:18]([C:20]5[CH:21]=[N:22][N:23]([CH3:25])[CH:24]=5)[CH:19]=[C:14]4[N:13]=[C:12]3[NH2:26])=[CH:8][C:7]=2[O:34][CH3:35])[CH2:3][CH2:2]1, predict the reactants needed to synthesize it. (5) The reactants are: [C:1]([O:5][C:6]([N:8]1[CH2:13][CH2:12][CH:11]([NH2:14])[CH2:10][CH2:9]1)=[O:7])([CH3:4])([CH3:3])[CH3:2].Br[C:16]1[CH:23]=[CH:22][C:19]([C:20]#[N:21])=[CH:18][CH:17]=1.C(O[Na])(C)(C)C. Given the product [C:1]([O:5][C:6]([N:8]1[CH2:13][CH2:12][CH:11]([NH:14][C:16]2[CH:23]=[CH:22][C:19]([C:20]#[N:21])=[CH:18][CH:17]=2)[CH2:10][CH2:9]1)=[O:7])([CH3:4])([CH3:2])[CH3:3], predict the reactants needed to synthesize it. (6) Given the product [CH2:11]([C:10]([C:7]1[S:6][C:5]([C:3]([OH:4])=[O:2])=[CH:9][CH:8]=1)([CH2:14][O:15][C:16]1[CH:17]=[C:18]([CH3:33])[C:19]([C:23]2[CH:28]=[CH:27][C:26]([C:29]([F:30])([F:31])[F:32])=[CH:25][CH:24]=2)=[C:20]([CH3:22])[CH:21]=1)[CH2:34][CH:35]=[CH2:36])[CH:12]=[CH2:13], predict the reactants needed to synthesize it. The reactants are: C[O:2][C:3]([C:5]1[S:6][C:7]([C:10]([CH2:34][CH:35]=[CH2:36])([CH2:14][O:15][C:16]2[CH:21]=[C:20]([CH3:22])[C:19]([C:23]3[CH:28]=[CH:27][C:26]([C:29]([F:32])([F:31])[F:30])=[CH:25][CH:24]=3)=[C:18]([CH3:33])[CH:17]=2)[CH2:11][CH:12]=[CH2:13])=[CH:8][CH:9]=1)=[O:4].[Li+].[OH-].Cl.